This data is from Catalyst prediction with 721,799 reactions and 888 catalyst types from USPTO. The task is: Predict which catalyst facilitates the given reaction. (1) Reactant: [Cl-].O[NH3+:3].[C:4](=[O:7])([O-])[OH:5].[Na+].CS(C)=O.[CH2:13]([C:15]1[N:16]([C:40]2[CH:45]=[CH:44][C:43]([O:46][C@@H:47]3[CH2:52][CH2:51][CH2:50][CH2:49][C@H:48]3[OH:53])=[CH:42][CH:41]=2)[C:17](=[O:39])[C:18]([CH2:24][C:25]2[CH:30]=[CH:29][C:28]([C:31]3[C:32]([C:37]#[N:38])=[CH:33][CH:34]=[CH:35][CH:36]=3)=[CH:27][CH:26]=2)=[C:19]([CH2:21][CH2:22][CH3:23])[N:20]=1)[CH3:14]. Product: [CH2:13]([C:15]1[N:16]([C:40]2[CH:45]=[CH:44][C:43]([O:46][C@@H:47]3[CH2:52][CH2:51][CH2:50][CH2:49][C@H:48]3[OH:53])=[CH:42][CH:41]=2)[C:17](=[O:39])[C:18]([CH2:24][C:25]2[CH:26]=[CH:27][C:28]([C:31]3[CH:36]=[CH:35][CH:34]=[CH:33][C:32]=3[C:37]3[NH:3][C:4](=[O:7])[O:5][N:38]=3)=[CH:29][CH:30]=2)=[C:19]([CH2:21][CH2:22][CH3:23])[N:20]=1)[CH3:14]. The catalyst class is: 6. (2) The catalyst class is: 5. Product: [OH:12][C:13]1[CH:14]=[C:15]([CH:19]=[CH:20][C:21]=1[I:22])[C:16]([O:18][CH3:1])=[O:17]. Reactant: [C:1]1(C)C=CC(S(O)(=O)=O)=CC=1.[OH:12][C:13]1[CH:14]=[C:15]([CH:19]=[CH:20][C:21]=1[I:22])[C:16]([OH:18])=[O:17].O. (3) Reactant: [Cl:1][C:2]1[C:6]([C:7]([OH:9])=O)=[CH:5][N:4]([C:10]2[N:15]=[CH:14][CH:13]=[CH:12][N:11]=2)[N:3]=1.CCN(C(C)C)C(C)C.[CH3:25][CH:26]([CH3:37])[CH2:27][CH:28](C1C=NC=CC=1)[CH2:29][NH2:30].F[P-](F)(F)(F)(F)F.N1(O[P+](N(C)C)(N(C)C)N(C)C)C2C=CC=CC=2N=N1. Product: [Cl:1][C:2]1[C:6]([C:7]([NH:30][CH2:29][CH2:28][CH2:27][C:26](=[CH2:25])[CH3:37])=[O:9])=[CH:5][N:4]([C:10]2[N:15]=[CH:14][CH:13]=[CH:12][N:11]=2)[N:3]=1. The catalyst class is: 18. (4) Reactant: [F:1][C:2]1[CH:15]=[CH:14][CH:13]=[C:12]([F:16])[C:3]=1[C:4]([NH:6][C:7]1[CH:11]=[CH:10][NH:9][N:8]=1)=[O:5].C[Si]([N-][Si](C)(C)C)(C)C.[Li+].Br[CH2:28][C:29]1[CH:34]=[C:33]([N+:35]([O-:37])=[O:36])[CH:32]=[CH:31][C:30]=1[CH3:38]. Product: [F:1][C:2]1[CH:15]=[CH:14][CH:13]=[C:12]([F:16])[C:3]=1[C:4]([NH:6][C:7]1[CH:11]=[CH:10][N:9]([CH2:28][C:29]2[CH:34]=[C:33]([N+:35]([O-:37])=[O:36])[CH:32]=[CH:31][C:30]=2[CH3:38])[N:8]=1)=[O:5]. The catalyst class is: 1.